This data is from Full USPTO retrosynthesis dataset with 1.9M reactions from patents (1976-2016). The task is: Predict the reactants needed to synthesize the given product. Given the product [NH2:18][C:15]1[CH:16]=[C:17]2[C:12](=[CH:13][CH:14]=1)[N:11]=[CH:10][N:9]=[C:8]2[N:5]1[CH2:4][CH2:3][N:2]([CH3:1])[CH2:7][CH2:6]1, predict the reactants needed to synthesize it. The reactants are: [CH3:1][N:2]1[CH2:7][CH2:6][N:5]([C:8]2[C:17]3[C:12](=[CH:13][CH:14]=[C:15]([N+:18]([O-])=O)[CH:16]=3)[N:11]=[CH:10][N:9]=2)[CH2:4][CH2:3]1.